This data is from Reaction yield outcomes from USPTO patents with 853,638 reactions. The task is: Predict the reaction yield, written as a fraction of the theoretical maximum amount of product (1.0 means a 100% yield; for example, 0.34 means a 34% yield). (1) The reactants are [NH2:1][C:2]1[C:7]([C:8]([C:10]2[C:15]([C:16]([F:19])([F:18])[F:17])=[CH:14][CH:13]=[C:12](Cl)[N:11]=2)=[O:9])=[CH:6][CH:5]=[CH:4][N:3]=1.C(=O)([O-])[O-].[K+].[K+].[CH2:27]([C@H:31]1[CH2:36][NH:35][CH2:34][CH2:33][N:32]1C(OC(C)(C)C)=O)[CH:28]([CH3:30])[CH3:29]. The catalyst is CN(C)C=O. The product is [NH2:1][C:2]1[C:7]([C:8]([C:10]2[C:15]([C:16]([F:19])([F:18])[F:17])=[CH:14][CH:13]=[C:12]([N:35]3[CH2:34][CH2:33][NH:32][C@@H:31]([CH2:27][CH:28]([CH3:30])[CH3:29])[CH2:36]3)[N:11]=2)=[O:9])=[CH:6][CH:5]=[CH:4][N:3]=1. The yield is 0.770. (2) The reactants are [OH:1][CH2:2][C:3]1([NH:6][C:7](=[O:13])[O:8][C:9]([CH3:12])([CH3:11])[CH3:10])[CH2:5][CH2:4]1.CC(OI1(OC(C)=O)(OC(C)=O)OC(=O)C2C=CC=CC1=2)=O. The catalyst is C(Cl)Cl. The product is [CH:2]([C:3]1([NH:6][C:7](=[O:13])[O:8][C:9]([CH3:11])([CH3:10])[CH3:12])[CH2:5][CH2:4]1)=[O:1]. The yield is 0.870.